Predict the reactants needed to synthesize the given product. From a dataset of Full USPTO retrosynthesis dataset with 1.9M reactions from patents (1976-2016). (1) Given the product [CH3:16][O:15][C:9]1[CH:8]=[CH:7][N:6]([CH3:1])[C:5](=[O:4])[C:10]=1[CH:11]=[CH:12][O:13][CH3:14], predict the reactants needed to synthesize it. The reactants are: [CH3:1]I.C[O:4][C:5]1[C:10]([CH:11]=[CH:12][O:13][CH3:14])=[C:9]([O:15][CH3:16])[CH:8]=[CH:7][N:6]=1. (2) Given the product [O:1]1[CH2:6][CH2:5][C:4](=[CH:3][C:2]([O:1][CH2:6][CH3:5])=[O:8])[CH2:3][CH2:2]1, predict the reactants needed to synthesize it. The reactants are: [O:1]1[CH2:6][CH2:5][C:4](=O)[CH2:3][CH2:2]1.[OH2:8]. (3) Given the product [C:1]1([CH2:7][C:8]([NH:10][C@@H:11]2[C:39](=[O:40])[N:13]3[C:14]([C:23]([O:25][CH:26]([C:27]4[CH:28]=[CH:29][CH:30]=[CH:31][CH:32]=4)[C:33]4[CH:34]=[CH:35][CH:36]=[CH:37][CH:38]=4)=[O:24])=[C:15]([S:57][C:54]4[S:55][CH:56]=[C:52]([C:49]5[CH:50]=[CH:51][N:46]=[CH:47][CH:48]=5)[N:53]=4)[CH2:16][S:17][C@H:12]23)=[O:9])[CH:6]=[CH:5][CH:4]=[CH:3][CH:2]=1, predict the reactants needed to synthesize it. The reactants are: [C:1]1([CH2:7][C:8]([NH:10][C@@H:11]2[C:39](=[O:40])[N:13]3[C:14]([C:23]([O:25][CH:26]([C:33]4[CH:38]=[CH:37][CH:36]=[CH:35][CH:34]=4)[C:27]4[CH:32]=[CH:31][CH:30]=[CH:29][CH:28]=4)=[O:24])=[C:15](OS(C)(=O)=O)[CH2:16][S:17][C@H:12]23)=[O:9])[CH:6]=[CH:5][CH:4]=[CH:3][CH:2]=1.C[O-].[Na+].CO.[N:46]1[CH:51]=[CH:50][C:49]([C:52]2[N:53]=[C:54]([SH:57])[S:55][CH:56]=2)=[CH:48][CH:47]=1.C(O)(=O)C. (4) Given the product [CH2:1]([CH:4]([CH2:15][CH:16]=[CH2:17])[CH2:5][O:6][SiH2:7][C:8]1[CH:13]=[CH:12][C:11]([C:29]2[CH:30]=[CH:31][C:26]([O:25][CH3:24])=[CH:27][CH:28]=2)=[CH:10][CH:9]=1)[CH:2]=[CH2:3], predict the reactants needed to synthesize it. The reactants are: [CH2:1]([CH:4]([CH2:15][CH:16]=[CH2:17])[CH2:5][O:6][SiH2:7][C:8]1[CH:13]=[CH:12][C:11](Br)=[CH:10][CH:9]=1)[CH:2]=[CH2:3].C([O-])([O-])=O.[K+].[K+].[CH3:24][O:25][C:26]1[CH:31]=[CH:30][C:29](B(O)O)=[CH:28][CH:27]=1. (5) The reactants are: [NH2:1][C:2]1[C:3]([C:15]([OH:17])=O)=[N:4][C:5]([C:8]2[C:13]([F:14])=[CH:12][CH:11]=[CH:10][N:9]=2)=[CH:6][N:7]=1.[NH2:18][C:19]1[C:24]([N:25]2[CH2:30][CH2:29][C:28]([NH:32][C:33](=[O:39])[O:34][C:35]([CH3:38])([CH3:37])[CH3:36])([CH3:31])[CH2:27][CH2:26]2)=[CH:23][CH:22]=[CH:21][N:20]=1.CN(C(ON1N=NC2C=CC=CC1=2)=[N+](C)C)C.F[P-](F)(F)(F)(F)F.CCN(C(C)C)C(C)C. Given the product [NH2:1][C:2]1[C:3]([C:15]([NH:18][C:19]2[C:24]([N:25]3[CH2:30][CH2:29][C:28]([NH:32][C:33](=[O:39])[O:34][C:35]([CH3:38])([CH3:37])[CH3:36])([CH3:31])[CH2:27][CH2:26]3)=[CH:23][CH:22]=[CH:21][N:20]=2)=[O:17])=[N:4][C:5]([C:8]2[C:13]([F:14])=[CH:12][CH:11]=[CH:10][N:9]=2)=[CH:6][N:7]=1, predict the reactants needed to synthesize it.